Dataset: Forward reaction prediction with 1.9M reactions from USPTO patents (1976-2016). Task: Predict the product of the given reaction. (1) Given the reactants [NH:1]1[CH:5]=[C:4]([CH2:6][NH:7][C:8]([C:10]2[N:11]([CH3:16])[CH:12]=[C:13]([Cl:15])[CH:14]=2)=[O:9])[N:3]=[CH:2]1.I[C:18]1[CH:23]=[CH:22][C:21]([N:24]2[CH:29]=[CH:28][CH:27]=[CH:26][C:25]2=[O:30])=[CH:20][CH:19]=1.OC1C=CC=C2C=1N=CC=C2.C([O-])([O-])=O.[K+].[K+], predict the reaction product. The product is: [Cl:15][C:13]1[CH:14]=[C:10]([C:8]([NH:7][CH2:6][C:4]2[N:3]=[CH:2][N:1]([C:18]3[CH:23]=[CH:22][C:21]([N:24]4[CH:29]=[CH:28][CH:27]=[CH:26][C:25]4=[O:30])=[CH:20][CH:19]=3)[CH:5]=2)=[O:9])[N:11]([CH3:16])[CH:12]=1. (2) Given the reactants [N:1]1([CH2:6][CH2:7][C:8]([NH:10][CH:11]([B:24]2[O:32][CH:31]3[C:26]([CH3:36])([CH:27]4[CH2:33][CH:29]([CH2:30]3)[C:28]4([CH3:35])[CH3:34])[O:25]2)[CH2:12][C:13]2[C:14]([O:22][CH3:23])=[C:15]([CH:19]=[CH:20][CH:21]=2)[C:16]([OH:18])=[O:17])=[O:9])[CH:5]=[CH:4][N:3]=[CH:2]1.[C:37]([O:43][CH2:44]Cl)(=[O:42])[C:38]([CH3:41])([CH3:40])[CH3:39], predict the reaction product. The product is: [CH3:39][C:38]([CH3:41])([CH3:40])[C:37]([O:43][CH2:44][O:17][C:16](=[O:18])[C:15]1[CH:19]=[CH:20][CH:21]=[C:13]([CH2:12][CH:11]([NH:10][C:8](=[O:9])[CH2:7][CH2:6][N:1]2[CH:5]=[CH:4][N:3]=[CH:2]2)[B:24]2[O:32][CH:31]3[C:26]([CH3:36])([CH:27]4[CH2:33][CH:29]([CH2:30]3)[C:28]4([CH3:35])[CH3:34])[O:25]2)[C:14]=1[O:22][CH3:23])=[O:42].